This data is from Full USPTO retrosynthesis dataset with 1.9M reactions from patents (1976-2016). The task is: Predict the reactants needed to synthesize the given product. (1) Given the product [CH3:20][CH:19]([CH3:21])[C@@H:16](/[N:15]=[CH:13]/[C:8]1[CH:9]=[CH:10][CH:11]=[CH:12][N:7]=1)[CH2:17][OH:18], predict the reactants needed to synthesize it. The reactants are: [O-]S([O-])(=O)=O.[Mg+2].[N:7]1[CH:12]=[CH:11][CH:10]=[CH:9][C:8]=1[CH:13]=O.[NH2:15][C@H:16]([CH:19]([CH3:21])[CH3:20])[CH2:17][OH:18]. (2) Given the product [Cl:26][C:27]1[C:28]([CH2:37][N:8]2[C:7]3[CH:9]=[C:10]([O:14][CH2:15][C:16]4[CH:25]=[CH:24][CH:23]=[CH:22][C:17]=4[C:18]([O:20][CH3:21])=[O:19])[CH:11]=[C:12]([CH3:13])[C:6]=3[N:5]=[C:4]2[O:3][CH2:1][CH3:2])=[N:29][CH:30]=[C:31]([C:33]([F:35])([F:34])[F:36])[CH:32]=1, predict the reactants needed to synthesize it. The reactants are: [CH2:1]([O:3][C:4]1[NH:8][C:7]2[CH:9]=[C:10]([O:14][CH2:15][C:16]3[CH:25]=[CH:24][CH:23]=[CH:22][C:17]=3[C:18]([O:20][CH3:21])=[O:19])[CH:11]=[C:12]([CH3:13])[C:6]=2[N:5]=1)[CH3:2].[Cl:26][C:27]1[C:28]([CH2:37]Cl)=[N:29][CH:30]=[C:31]([C:33]([F:36])([F:35])[F:34])[CH:32]=1.